Dataset: Reaction yield outcomes from USPTO patents with 853,638 reactions. Task: Predict the reaction yield, written as a fraction of the theoretical maximum amount of product (1.0 means a 100% yield; for example, 0.34 means a 34% yield). (1) The reactants are [CH2:1]([C:3]1[CH:12]=[C:11](C)[CH:10]=[CH:9][C:4]=1[C:5]([O:7][CH3:8])=[O:6])[CH3:2].BrC1C=C([F:25])C=CC=1C(OC)=O. No catalyst specified. The product is [CH2:1]([C:3]1[CH:12]=[C:11]([F:25])[CH:10]=[CH:9][C:4]=1[C:5]([O:7][CH3:8])=[O:6])[CH3:2]. The yield is 0.930. (2) The reactants are C[N:2]1[C:6]([C:7]([F:10])([F:9])[F:8])=[CH:5][C:4]([NH:11][C:12](=[O:20])OC2C=CC=CC=2)=[N:3]1.[CH3:21][O:22][C:23]1[CH:24]=[C:25]2[C:30](=[CH:31][C:32]=1[O:33][CH2:34][CH2:35][O:36][CH3:37])[N:29]=[CH:28][N:27]=[C:26]2[S:38][C:39]1[CH:40]=[C:41]([CH:43]=[CH:44][CH:45]=1)[NH2:42].[CH:46](N(CC)C(C)C)(C)C. The catalyst is C1COCC1. The product is [CH3:21][O:22][C:23]1[CH:24]=[C:25]2[C:30](=[CH:31][C:32]=1[O:33][CH2:34][CH2:35][O:36][CH3:37])[N:29]=[CH:28][N:27]=[C:26]2[S:38][C:39]1[CH:40]=[C:41]([NH:42][C:12]([NH:11][C:4]2[N:3]([CH3:46])[N:2]=[C:6]([C:7]([F:8])([F:9])[F:10])[CH:5]=2)=[O:20])[CH:43]=[CH:44][CH:45]=1. The yield is 0.0700. (3) The reactants are [F:1][C:2]1[C:3]([NH:9][C:10](=[O:12])[CH3:11])=[N:4][C:5]([OH:8])=[N:6][CH:7]=1.[CH2:13]([N:15]=[C:16]=[O:17])[CH3:14]. The catalyst is C1COCC1. The product is [C:10]([NH:9][C:3]1[C:2]([F:1])=[CH:7][N:6]([C:16]([NH:15][CH2:13][CH3:14])=[O:17])[C:5](=[O:8])[N:4]=1)(=[O:12])[CH3:11]. The yield is 0.990. (4) The reactants are [CH:1]1([N:5]2[CH2:10][CH2:9][N:8]([C:11]([C@H:13]3[CH2:18][CH2:17][C@@H:16]([OH:19])[CH2:15][CH2:14]3)=[O:12])[CH2:7][CH2:6]2)[CH2:4][CH2:3][CH2:2]1.[N:20]1([C:25]2[CH:30]=[CH:29][C:28](O)=[CH:27][CH:26]=2)[CH:24]=[N:23][CH:22]=[N:21]1.C1(P(C2C=CC=CC=2)C2C=CC=CC=2)C=CC=CC=1.N(C(OC(C)(C)C)=O)=NC(OC(C)(C)C)=O. The catalyst is C1COCC1. The product is [CH:1]1([N:5]2[CH2:10][CH2:9][N:8]([C:11]([C@H:13]3[CH2:18][CH2:17][C@H:16]([O:19][C:28]4[CH:29]=[CH:30][C:25]([N:20]5[CH:24]=[N:23][CH:22]=[N:21]5)=[CH:26][CH:27]=4)[CH2:15][CH2:14]3)=[O:12])[CH2:7][CH2:6]2)[CH2:4][CH2:3][CH2:2]1. The yield is 0.110. (5) The reactants are [Br:1][C:2]1[CH:3]=[C:4]([CH:10]=[CH:11][CH:12]=1)[O:5][CH2:6][C:7](Cl)=[O:8].C(N(CC)CC)C.[CH:20]1([NH2:23])[CH2:22][CH2:21]1. The catalyst is C(Cl)Cl.O. The yield is 0.780. The product is [Br:1][C:2]1[CH:3]=[C:4]([CH:10]=[CH:11][CH:12]=1)[O:5][CH2:6][C:7]([NH:23][CH:20]1[CH2:22][CH2:21]1)=[O:8]. (6) The reactants are BrCCCCC(C)(C1C=CC(C)=CC=1)CO.[Br:17][CH2:18][CH2:19][CH2:20][CH2:21][CH2:22][C:23]([CH3:30])([CH3:29])[C:24](OCC)=[O:25].[Li+].[BH4-].CO. The catalyst is C(Cl)Cl. The product is [Br:17][CH2:18][CH2:19][CH2:20][CH2:21][CH2:22][C:23]([CH3:30])([CH3:29])[CH2:24][OH:25]. The yield is 0.980. (7) The reactants are [N+:1]([C:4]1[CH:9]=[CH:8][C:7]([N:10]2[CH:14]=[CH:13][N:12]=[CH:11]2)=[C:6]([C:15]([F:18])([F:17])[F:16])[CH:5]=1)([O-])=O.N1C=CC=CC=1.[Cl:25][C:26]1[CH:31]=[C:30]([O:32][C:33]2[C:34]3[N:41]([CH3:42])[CH:40]=[CH:39][C:35]=3[N:36]=[CH:37][N:38]=2)[CH:29]=[CH:28][C:27]=1[NH:43][C:44](=O)[O:45]C1C=CC=CC=1. The catalyst is CO.O.[C].[Pd]. The product is [Cl:25][C:26]1[CH:31]=[C:30]([O:32][C:33]2[C:34]3[N:41]([CH3:42])[CH:40]=[CH:39][C:35]=3[N:36]=[CH:37][N:38]=2)[CH:29]=[CH:28][C:27]=1[NH:43][C:44]([NH:1][C:4]1[CH:9]=[CH:8][C:7]([N:10]2[CH:14]=[CH:13][N:12]=[CH:11]2)=[C:6]([C:15]([F:18])([F:17])[F:16])[CH:5]=1)=[O:45]. The yield is 0.310. (8) No catalyst specified. The product is [CH2:27]([O:29][C:30](=[O:32])[CH2:31][CH:22]([C:8]1[CH:9]=[CH:10][C:11]([O:13][CH2:14][C:15]2[CH:20]=[CH:19][CH:18]=[CH:17][C:16]=2[CH3:21])=[CH:12][C:7]=1[CH3:6])[CH:23]=[CH:24][CH3:25])[CH3:28]. The yield is 0.390. The reactants are C(O)(=O)CC.[CH3:6][C:7]1[CH:12]=[C:11]([O:13][CH2:14][C:15]2[CH:20]=[CH:19][CH:18]=[CH:17][C:16]=2[CH3:21])[CH:10]=[CH:9][C:8]=1[CH:22]=[CH:23][CH:24](O)[CH3:25].[CH2:27]([O:29][C:30](OCC)([O:32]CC)[CH3:31])[CH3:28]. (9) The reactants are [H-].[Na+].NC1C=CC=CC=1.[CH3:10][C:11]1[CH2:15][C:14]([CH3:16])=[C:13]([CH3:17])[C:12]=1[CH3:18].Cl[Si:20]([C:37]1[CH:42]=[C:41]([CH3:43])[CH:40]=[C:39]([CH3:44])[CH:38]=1)([C:29]1[CH:34]=[C:33]([CH3:35])[CH:32]=[C:31]([CH3:36])[CH:30]=1)[C:21]1[CH:26]=[C:25]([CH3:27])[CH:24]=[C:23]([CH3:28])[CH:22]=1.C(=O)([O-])[O-].[Na+].[Na+]. The catalyst is O1CCCC1.C1(C)C=CC=CC=1. The product is [CH3:43][C:41]1[CH:42]=[C:37]([Si:20]([C:29]2[CH:30]=[C:31]([CH3:36])[CH:32]=[C:33]([CH3:35])[CH:34]=2)([C:21]2[CH:26]=[C:25]([CH3:27])[CH:24]=[C:23]([CH3:28])[CH:22]=2)[C:15]2[CH:14]([CH3:16])[C:13]([CH3:17])=[C:12]([CH3:18])[C:11]=2[CH3:10])[CH:38]=[C:39]([CH3:44])[CH:40]=1. The yield is 0.234.